Dataset: Catalyst prediction with 721,799 reactions and 888 catalyst types from USPTO. Task: Predict which catalyst facilitates the given reaction. (1) Reactant: CC1(C)[O:7][CH2:6][CH:5]([O:8][C:9]2[CH:14]=[CH:13][C:12]([N:15]3[C:19]([CH3:21])([CH3:20])[C:18](=[O:22])[N:17]([C:23]4[CH:30]=[CH:29][C:26]([C:27]#[N:28])=[C:25]([C:31]([F:34])([F:33])[F:32])[CH:24]=4)[C:16]3=[S:35])=[CH:11][C:10]=2[F:36])[CH2:4][O:3]1.Cl.O.C(=O)([O-])[O-].[K+].[K+]. Product: [OH:7][CH2:6][CH:5]([O:8][C:9]1[CH:14]=[CH:13][C:12]([N:15]2[C:19]([CH3:21])([CH3:20])[C:18](=[O:22])[N:17]([C:23]3[CH:30]=[CH:29][C:26]([C:27]#[N:28])=[C:25]([C:31]([F:33])([F:34])[F:32])[CH:24]=3)[C:16]2=[S:35])=[CH:11][C:10]=1[F:36])[CH2:4][OH:3]. The catalyst class is: 5. (2) Reactant: Cl[C:2]1C=CC=C(C(OO)=O)C=1.[OH:12][CH2:13][C@H:14]([NH:19][C:20](=[O:26])[O:21][C:22]([CH3:25])([CH3:24])[CH3:23])[CH2:15][CH2:16]SC.[S:27]([O-:30])([O-])=[O:28].[Na+].[Na+]. Product: [OH:12][CH2:13][C@H:14]([NH:19][C:20](=[O:26])[O:21][C:22]([CH3:23])([CH3:25])[CH3:24])[CH2:15][CH2:16][S:27]([CH3:2])(=[O:30])=[O:28]. The catalyst class is: 2. (3) Reactant: FC(F)(F)S(O[C:7]1[CH:16]=[CH:15][C:14]2[CH2:13][CH2:12][CH:11]([NH:17][C:18]([O:20][CH2:21][CH3:22])=[O:19])[CH:10]([CH2:23][C:24]3[CH:29]=[CH:28][C:27]([Cl:30])=[C:26]([Cl:31])[CH:25]=3)[C:9]=2[CH:8]=1)(=O)=O.[CH3:34][N:35](C)C=O. Product: [C:34]([C:7]1[CH:8]=[C:9]2[C:14]([CH2:13][CH2:12][CH:11]([NH:17][C:18](=[O:19])[O:20][CH2:21][CH3:22])[CH:10]2[CH2:23][C:24]2[CH:29]=[CH:28][C:27]([Cl:30])=[C:26]([Cl:31])[CH:25]=2)=[CH:15][CH:16]=1)#[N:35]. The catalyst class is: 507. (4) Reactant: [Br:1][C:2]1[CH:3]=[N:4][CH:5]=[C:6](Br)[CH:7]=1.C([O-])([O-])=O.[K+].[K+].[CH3:15][N:16](Cl)[CH3:17]. Product: [Br:1][C:2]1[CH:7]=[C:6]([N:16]([CH3:17])[CH3:15])[CH:5]=[N:4][CH:3]=1. The catalyst class is: 3. (5) Reactant: C(O[C:4]([C:6](C)([C:15](=[O:17])[CH3:16])[CH2:7][CH2:8][CH2:9][CH2:10][S:11]([O-:14])(=[O:13])=[O:12])=O)C.[Na]. The catalyst class is: 33. Product: [CH3:4][CH:6]([C:15](=[O:17])[CH3:16])[CH2:7][CH2:8][CH2:9][CH2:10][S:11]([OH:14])(=[O:12])=[O:13]. (6) Reactant: [NH:1]1[CH:5]=[CH:4][CH:3]=[C:2]1[C:6](Cl)=[O:7].[F:9][C:10]1[CH:11]=[C:12]([CH:14]=[CH:15][CH:16]=1)[NH2:13].C(N(CC)CC)C. Product: [F:9][C:10]1[CH:11]=[C:12]([NH:13][C:6]([C:2]2[NH:1][CH:5]=[CH:4][CH:3]=2)=[O:7])[CH:14]=[CH:15][CH:16]=1. The catalyst class is: 2. (7) Reactant: [C:1]([C:5]1[CH:10]=[CH:9][CH:8]=[CH:7][C:6]=1[NH:11][C:12](=[O:24])[CH2:13][C:14]([O:16][CH2:17][C:18]1[CH:23]=[CH:22][CH:21]=[CH:20][CH:19]=1)=[O:15])(=O)[CH2:2][CH3:3].CC(C)([O-])C.[K+]. Product: [CH2:2]([C:1]1[C:5]2[C:6](=[CH:7][CH:8]=[CH:9][CH:10]=2)[N:11]=[C:12]([OH:24])[C:13]=1[C:14]([O:16][CH2:17][C:18]1[CH:23]=[CH:22][CH:21]=[CH:20][CH:19]=1)=[O:15])[CH3:3]. The catalyst class is: 8. (8) Reactant: C([O:3][C:4]([C:6]1[CH:7]=[C:8]2[C:13](=[CH:14][CH:15]=1)[NH:12][CH:11](C1C=C(C3C=CC(C#N)=CC=3)C=C(F)C=1)[C:10]([CH3:32])([CH3:31])[CH2:9]2)=[O:5])C.O.[OH-].[Li+].O.Cl. Product: [CH3:31][C:10]1([CH3:32])[CH2:9][C:8]2[C:13](=[CH:14][CH:15]=[C:6]([C:4]([OH:5])=[O:3])[CH:7]=2)[NH:12][CH2:11]1. The catalyst class is: 111. (9) Reactant: [CH3:1][O:2][C:3]([C@@H:5]([N:13]1[CH2:21][C:17]2[CH:18]=[CH:19][S:20][C:16]=2[CH2:15][CH2:14]1)[C:6]1[CH:7]=[CH:8][CH:9]=[CH:10][C:11]=1[Cl:12])=[O:4].[C@:22]12([CH2:32][S:33]([OH:36])(=[O:35])=[O:34])[C:29]([CH3:31])([CH3:30])[CH:26]([CH2:27][CH2:28]1)[CH2:25][C:23]2=[O:24]. Product: [CH3:1][O:2][C:3]([C@@H:5]([N:13]1[CH2:21][C:17]2[CH:18]=[CH:19][S:20][C:16]=2[CH2:15][CH2:14]1)[C:6]1[CH:7]=[CH:8][CH:9]=[CH:10][C:11]=1[Cl:12])=[O:4].[C@:22]12([CH2:32][S:33]([O-:36])(=[O:34])=[O:35])[C:29]([CH3:31])([CH3:30])[CH:26]([CH2:27][CH2:28]1)[CH2:25][C:23]2=[O:24]. The catalyst class is: 311.